From a dataset of Forward reaction prediction with 1.9M reactions from USPTO patents (1976-2016). Predict the product of the given reaction. (1) Given the reactants [CH:1]1[C:10]2[C:5](=[CH:6][CH:7]=[CH:8][CH:9]=2)[CH:4]=[CH:3][C:2]=1[S:11]([NH:14][C:15]1[CH:16]=[C:17]([CH:30]=[CH:31][CH:32]=1)[C:18]([NH:20][C:21]1[CH:29]=[CH:28][C:24]([C:25]([OH:27])=[O:26])=[CH:23][CH:22]=1)=[O:19])(=[O:13])=[O:12].[CH:33]1C2C(=CC=CC=2)C=C[C:34]=1S(Cl)(=O)=O, predict the reaction product. The product is: [CH2:33]([O:26][C:25](=[O:27])[C:24]1[CH:28]=[CH:29][C:21]([NH:20][C:18](=[O:19])[C:17]2[CH:30]=[CH:31][CH:32]=[C:15]([NH:14][S:11]([C:2]3[CH:3]=[CH:4][C:5]4[C:10](=[CH:9][CH:8]=[CH:7][CH:6]=4)[CH:1]=3)(=[O:12])=[O:13])[CH:16]=2)=[CH:22][CH:23]=1)[CH3:34]. (2) Given the reactants [NH2:1][C:2]1[C:7]([CH:8]=O)=[CH:6][N:5]=[C:4](OC)[N:3]=1.[C:12]([O:19][CH3:20])(=[O:18])[CH2:13][C:14](OC)=[O:15].[NH:21]1[CH2:26][CH2:25][CH2:24][CH2:23][CH2:22]1.C(O)(=O)C, predict the reaction product. The product is: [CH3:20][O:19][C:12]([C:13]1[C:14](=[O:15])[NH:1][C:2]2[N:3]=[C:4]([N:21]3[CH2:26][CH2:25][CH2:24][CH2:23][CH2:22]3)[N:5]=[CH:6][C:7]=2[CH:8]=1)=[O:18]. (3) Given the reactants [NH2:1][C:2]1[N:6](C2CCCNC2)[N:5]=[C:4]([C:13]2[CH:18]=[CH:17][C:16]([O:19][C:20]3[CH:25]=[CH:24][CH:23]=[CH:22][CH:21]=3)=[CH:15][CH:14]=2)[C:3]=1[C:26]([NH2:28])=[O:27].O(C1C=[CH:40][C:39]([C:42](OC)=[C:43](C#N)[C:44]#[N:45])=CC=1)C1C=CC=CC=1.Cl.N(C1CCN(C(OCC2C=CC=CC=2)=O)CC1)N, predict the reaction product. The product is: [NH2:1][C:2]1[N:6]([CH:42]2[CH2:43][CH2:44][NH:45][CH2:40][CH2:39]2)[N:5]=[C:4]([C:13]2[CH:14]=[CH:15][C:16]([O:19][C:20]3[CH:25]=[CH:24][CH:23]=[CH:22][CH:21]=3)=[CH:17][CH:18]=2)[C:3]=1[C:26]([NH2:28])=[O:27].